This data is from NCI-60 drug combinations with 297,098 pairs across 59 cell lines. The task is: Regression. Given two drug SMILES strings and cell line genomic features, predict the synergy score measuring deviation from expected non-interaction effect. (1) Drug 1: CC=C1C(=O)NC(C(=O)OC2CC(=O)NC(C(=O)NC(CSSCCC=C2)C(=O)N1)C(C)C)C(C)C. Drug 2: CN(C(=O)NC(C=O)C(C(C(CO)O)O)O)N=O. Cell line: SK-MEL-5. Synergy scores: CSS=49.9, Synergy_ZIP=-1.54, Synergy_Bliss=-2.79, Synergy_Loewe=-30.1, Synergy_HSA=-1.97. (2) Drug 1: CC1=C(C(=CC=C1)Cl)NC(=O)C2=CN=C(S2)NC3=CC(=NC(=N3)C)N4CCN(CC4)CCO. Drug 2: CC(C)CN1C=NC2=C1C3=CC=CC=C3N=C2N. Cell line: A498. Synergy scores: CSS=4.57, Synergy_ZIP=2.51, Synergy_Bliss=-1.37, Synergy_Loewe=-2.66, Synergy_HSA=-1.26.